This data is from Full USPTO retrosynthesis dataset with 1.9M reactions from patents (1976-2016). The task is: Predict the reactants needed to synthesize the given product. (1) Given the product [Br:36][C:34]1[CH:33]=[CH:32][C:31]([Cl:37])=[C:30]([CH2:29][C:26]2[CH:27]=[CH:28][C:23]([O:22][CH2:21][CH2:20][O:6][CH:1]3[CH2:5][CH2:4][CH2:3][CH2:2]3)=[CH:24][CH:25]=2)[CH:35]=1, predict the reactants needed to synthesize it. The reactants are: [CH:1]1([OH:6])[CH2:5][CH2:4][CH2:3][CH2:2]1.[H-].[Na+].CC1C=CC(S(O[CH2:20][CH2:21][O:22][C:23]2[CH:28]=[CH:27][C:26]([CH2:29][C:30]3[CH:35]=[C:34]([Br:36])[CH:33]=[CH:32][C:31]=3[Cl:37])=[CH:25][CH:24]=2)(=O)=O)=CC=1. (2) Given the product [Cl:1][C:2]1[CH:7]=[CH:6][C:5]([C:8]2[N:9]([CH2:14][C@H:15]([OH:20])[C:16]([F:18])([F:19])[F:17])[C:10](=[O:13])[N:11]([CH2:22][C:23]3[S:24][C:25]([C:28]4[CH:33]=[CH:32][CH:31]=[CH:30][C:29]=4[C:34]([F:37])([F:35])[F:36])=[N:26][N:27]=3)[N:12]=2)=[CH:4][CH:3]=1, predict the reactants needed to synthesize it. The reactants are: [Cl:1][C:2]1[CH:7]=[CH:6][C:5]([C:8]2[N:9]([CH2:14][C@H:15]([OH:20])[C:16]([F:19])([F:18])[F:17])[C:10](=[O:13])[NH:11][N:12]=2)=[CH:4][CH:3]=1.Br[CH2:22][C:23]1[S:24][C:25]([C:28]2[CH:33]=[CH:32][CH:31]=[CH:30][C:29]=2[C:34]([F:37])([F:36])[F:35])=[N:26][N:27]=1. (3) Given the product [CH3:15][O:1][C:2]1[CH:3]=[CH:4][C:5]([CH:8]2[CH2:9][CH2:10][C:11](=[O:14])[CH2:12][CH2:13]2)=[CH:6][CH:7]=1, predict the reactants needed to synthesize it. The reactants are: [OH:1][C:2]1[CH:7]=[CH:6][C:5]([CH:8]2[CH2:13][CH2:12][C:11](=[O:14])[CH2:10][CH2:9]2)=[CH:4][CH:3]=1.[C:15]([O-])([O-])=O.[K+].[K+].IC.